From a dataset of Catalyst prediction with 721,799 reactions and 888 catalyst types from USPTO. Predict which catalyst facilitates the given reaction. (1) Reactant: [Cl:1][C:2]1[CH:3]=[N:4][C:5]2[C:10]([C:11]=1OS(C(F)(F)F)(=O)=O)=[N:9][C:8]([O:20][CH3:21])=[CH:7][CH:6]=2.C(N(CC)CC)C.[CH2:29]([O:33][CH:34]=[CH2:35])[CH2:30][CH2:31][CH3:32].C1(P(C2C=CC=CC=2)CCCP(C2C=CC=CC=2)C2C=CC=CC=2)C=CC=CC=1. Product: [CH2:29]([O:33][C:34]([C:11]1[C:2]([Cl:1])=[CH:3][N:4]=[C:5]2[C:10]=1[N:9]=[C:8]([O:20][CH3:21])[CH:7]=[CH:6]2)=[CH2:35])[CH2:30][CH2:31][CH3:32]. The catalyst class is: 274. (2) Reactant: [N:1]([CH2:4][C@@H:5]1[C@H:9]2[O:10][C:11]([CH3:14])([CH3:13])[O:12][C@H:8]2[C@H:7]([N:15]2[C:19]3[N:20]=[CH:21][N:22]=[C:23]([NH2:24])[C:18]=3[CH:17]=[CH:16]2)[CH2:6]1)=[N+]=[N-].P(C)(C)C. Product: [NH2:1][CH2:4][C@@H:5]1[C@H:9]2[O:10][C:11]([CH3:14])([CH3:13])[O:12][C@H:8]2[C@H:7]([N:15]2[C:19]3[N:20]=[CH:21][N:22]=[C:23]([NH2:24])[C:18]=3[CH:17]=[CH:16]2)[CH2:6]1. The catalyst class is: 7. (3) Reactant: C([Mg]Cl)(C)C.Br[C:7]1[CH:8]=[N:9][CH:10]=[CH:11][CH:12]=1.C([O:17][B:18]([CH:24]=[CH2:25])OCCCC)CCC.Cl. Product: [N:9]1[CH:10]=[CH:11][CH:12]=[C:7]([CH:25]=[CH:24][BH:18][OH:17])[CH:8]=1. The catalyst class is: 20. (4) The catalyst class is: 3. Product: [Br:1][C:2]1[N:3]=[C:4]2[C:10]([C:11]([O:13][CH3:14])=[O:12])=[CH:9][N:8]([CH2:28][O:27][C:21](=[O:26])[C:22]([CH3:25])([CH3:24])[CH3:23])[C:5]2=[N:6][CH:7]=1. Reactant: [Br:1][C:2]1[N:3]=[C:4]2[C:10]([C:11]([O:13][CH3:14])=[O:12])=[CH:9][NH:8][C:5]2=[N:6][CH:7]=1.C([O-])([O-])=O.[K+].[K+].[C:21]([O:27][CH2:28]Cl)(=[O:26])[C:22]([CH3:25])([CH3:24])[CH3:23].O. (5) Reactant: [OH:1][CH2:2][C:3]1[C:4]([C:15]([O:17][CH2:18][CH3:19])=[O:16])=[N:5][O:6][C:7]=1[C:8]1[CH:13]=[CH:12][CH:11]=[C:10]([I:14])[CH:9]=1.[C:20](Cl)(=[O:22])[CH3:21]. Product: [C:20]([O:1][CH2:2][C:3]1[C:4]([C:15]([O:17][CH2:18][CH3:19])=[O:16])=[N:5][O:6][C:7]=1[C:8]1[CH:13]=[CH:12][CH:11]=[C:10]([I:14])[CH:9]=1)(=[O:22])[CH3:21]. The catalyst class is: 17. (6) Reactant: [Br:1][C:2]1[CH:10]=[CH:9][C:5]([C:6](O)=[O:7])=[CH:4][C:3]=1[CH3:11].[CH3:12][NH:13][CH3:14].ON1C2C=CC=CC=2N=N1.C(N(CC)CC)C.Cl.CN(C)CCCN=C=NCC. Product: [Br:1][C:2]1[CH:10]=[CH:9][C:5]([C:6]([N:13]([CH3:14])[CH3:12])=[O:7])=[CH:4][C:3]=1[CH3:11]. The catalyst class is: 317. (7) Reactant: [CH3:1][C@H:2]1[CH2:7][N:6]2[N:8]=[CH:9][C:10]([N:11]3[CH2:15][CH:14]([NH:16][C:17]4[N:22]=[CH:21][CH:20]=[CH:19][N:18]=4)[CH2:13][C:12]3=[O:23])=[C:5]2[CH2:4][N:3]1[C:24]([O:26]C(C)(C)C)=O.[F:31][C:32]1[CH:33]=[C:34]([NH:40]C(=O)OC2C=CC=CC=2)[CH:35]=[C:36]([F:39])[C:37]=1[F:38].CCN(C(C)C)C(C)C. Product: [CH3:1][C@H:2]1[CH2:7][N:6]2[N:8]=[CH:9][C:10]([N:11]3[CH2:15][CH:14]([NH:16][C:17]4[N:18]=[CH:19][CH:20]=[CH:21][N:22]=4)[CH2:13][C:12]3=[O:23])=[C:5]2[CH2:4][N:3]1[C:24]([NH:40][C:34]1[CH:33]=[C:32]([F:31])[C:37]([F:38])=[C:36]([F:39])[CH:35]=1)=[O:26]. The catalyst class is: 137.